This data is from Retrosynthesis with 50K atom-mapped reactions and 10 reaction types from USPTO. The task is: Predict the reactants needed to synthesize the given product. (1) Given the product Cn1cc(-c2cccc(CCOCCC(=O)O)c2)cn1, predict the reactants needed to synthesize it. The reactants are: Cn1cc(B2OC(C)(C)C(C)(C)O2)cn1.O=C(O)CCOCCc1cccc(Br)c1. (2) The reactants are: C=C[Mg+].COCCCN1CCOc2ccc(CO[C@H]3CN(S(=O)(=O)c4ccc(C)cc4)[C@@H](CC(=O)N(C)OC)C[C@@H]3c3ccc(OC)cc3)cc21. Given the product C=CC(=O)C[C@H]1C[C@H](c2ccc(OC)cc2)[C@@H](OCc2ccc3c(c2)N(CCCOC)CCO3)CN1S(=O)(=O)c1ccc(C)cc1, predict the reactants needed to synthesize it. (3) Given the product N#CC1(c2ccc(Cl)cc2)CCN(c2ncnc3[nH]ccc23)CC1, predict the reactants needed to synthesize it. The reactants are: Clc1ncnc2[nH]ccc12.N#CC1(c2ccc(Cl)cc2)CCNCC1. (4) The reactants are: Cc1cc(-c2nc(-c3ccc(CC(=O)O)cc3)no2)cc(CC(C)C)n1.NCCO. Given the product Cc1cc(-c2nc(-c3ccc(CC(=O)NCCO)cc3)no2)cc(CC(C)C)n1, predict the reactants needed to synthesize it. (5) Given the product CC(C)c1noc(N2CCC(COc3ccc(-c4ccc(S(=O)(=O)NCCO)cc4)cc3)CC2)n1, predict the reactants needed to synthesize it. The reactants are: CC(C)c1noc(N2CCC(COc3ccc(Br)cc3)CC2)n1.O=S(=O)(NCCO)c1ccc(B(O)O)cc1. (6) The reactants are: CCC(CC)(c1ccc(CCC(O[Si](C)(C)C(C)(C)C)C(C)(C)C)c(C)c1)c1ccc(B2OC(C)(C)C(C)(C)O2)c(C)c1.COC(=O)Cc1cccc(Br)c1. Given the product CCC(CC)(c1ccc(CCC(O[Si](C)(C)C(C)(C)C)C(C)(C)C)c(C)c1)c1ccc(-c2cccc(CC(=O)OC)c2)c(C)c1, predict the reactants needed to synthesize it. (7) The reactants are: CC1Cc2c(cccc2-c2cc(C(C)(C)C)cc(C(C)(C)C)c2)C1=O. Given the product CC1Cc2c(-c3cc(C(C)(C)C)cc(C(C)(C)C)c3)cccc2C1O, predict the reactants needed to synthesize it. (8) Given the product O=S(=O)(c1ccccc1F)N1CCC(OC(c2ccc(Cl)cc2)c2ccc(Cl)cc2)CC1, predict the reactants needed to synthesize it. The reactants are: O=S(=O)(c1ccc(F)cc1)N1CCC(OC(c2ccc(Cl)cc2)c2ccc(Cl)cc2)CC1. (9) Given the product O=C(c1ccc(OCCCN2CCCCC2)cc1)N1Cc2ccc(F)cc2C1, predict the reactants needed to synthesize it. The reactants are: Fc1ccc2c(c1)CNC2.O=C(Cl)c1ccc(OCCCN2CCCCC2)cc1. (10) Given the product CC1c2ccccc2CCN1C(=O)C(C)(Cl)Cl, predict the reactants needed to synthesize it. The reactants are: CC(Cl)(Cl)C(=O)Cl.CC1NCCc2ccccc21.